Task: Predict the product of the given reaction.. Dataset: Forward reaction prediction with 1.9M reactions from USPTO patents (1976-2016) Given the reactants [OH:1][CH2:2][CH2:3][O:4][CH2:5][CH2:6][O:7][CH2:8][CH2:9][OH:10].[H-].[Na+].Br[CH2:14][C:15]([OH:17])=[O:16].Br[CH2:19][C:20]1[CH:25]=[CH:24][CH:23]=[CH:22][CH:21]=1, predict the reaction product. The product is: [CH2:19]([O:17][C:15](=[O:16])[CH2:14][O:1][CH2:2][CH2:3][O:4][CH2:5][CH2:6][O:7][CH2:8][CH2:9][OH:10])[C:20]1[CH:25]=[CH:24][CH:23]=[CH:22][CH:21]=1.